Task: Regression. Given a peptide amino acid sequence and an MHC pseudo amino acid sequence, predict their binding affinity value. This is MHC class II binding data.. Dataset: Peptide-MHC class II binding affinity with 134,281 pairs from IEDB (1) The peptide sequence is MSFVTTQPEALAAAA. The MHC is DRB1_1501 with pseudo-sequence DRB1_1501. The binding affinity (normalized) is 0.465. (2) The peptide sequence is YFKVAATAANAAPAN. The MHC is HLA-DPA10201-DPB11401 with pseudo-sequence HLA-DPA10201-DPB11401. The binding affinity (normalized) is 0.603. (3) The peptide sequence is EKKNFAATQFEPLAA. The MHC is HLA-DQA10101-DQB10501 with pseudo-sequence HLA-DQA10101-DQB10501. The binding affinity (normalized) is 0.398.